This data is from Reaction yield outcomes from USPTO patents with 853,638 reactions. The task is: Predict the reaction yield, written as a fraction of the theoretical maximum amount of product (1.0 means a 100% yield; for example, 0.34 means a 34% yield). (1) The reactants are [CH:1]1([C:7]([CH:9]([C:13]2[CH:18]=[CH:17][CH:16]=[CH:15][CH:14]=2)[CH2:10][CH:11]=O)=[O:8])[CH2:6][CH2:5][CH2:4][CH2:3][CH2:2]1.[CH3:19][O:20][C:21]1[CH:26]=[CH:25][CH:24]=[CH:23][C:22]=1[N:27]1[CH2:32][CH2:31][NH:30][CH2:29][CH2:28]1.[Na]. No catalyst specified. The product is [CH3:19][O:20][C:21]1[CH:26]=[CH:25][CH:24]=[CH:23][C:22]=1[N:27]1[CH2:32][CH2:31][N:30]([CH2:11][CH2:10][CH:9]([C:7]([CH:1]2[CH2:6][CH2:5][CH2:4][CH2:3][CH2:2]2)=[O:8])[C:13]2[CH:18]=[CH:17][CH:16]=[CH:15][CH:14]=2)[CH2:29][CH2:28]1. The yield is 0.790. (2) The reactants are [CH3:1][O:2][C:3](=[O:15])[C:4]1[CH:9]=[CH:8][C:7]([CH2:10][CH2:11][CH2:12][CH2:13][OH:14])=[CH:6][CH:5]=1.N1C=CN=C1.[CH3:21][C:22]([Si:25](Cl)([CH3:27])[CH3:26])([CH3:24])[CH3:23].CCCCCC. The catalyst is CN(C=O)C.C(OCC)(=O)C. The product is [CH3:1][O:2][C:3](=[O:15])[C:4]1[CH:9]=[CH:8][C:7]([CH2:10][CH2:11][CH2:12][CH2:13][O:14][Si:25]([C:22]([CH3:24])([CH3:23])[CH3:21])([CH3:27])[CH3:26])=[CH:6][CH:5]=1. The yield is 0.770. (3) The reactants are [CH2:1]([N:8]([CH2:10][C:11]1[C:12]([C:43](O)=[O:44])=[C:13]([N:28]([CH2:34][C:35]2[C:40]([F:41])=[CH:39][CH:38]=[CH:37][C:36]=2[F:42])[C:29](OCC)=[O:30])[S:14][C:15]=1[C:16]1[CH:21]=[CH:20][C:19]([NH:22][C:23]([NH:25][O:26][CH3:27])=[O:24])=[CH:18][CH:17]=1)[CH3:9])[C:2]1[CH:7]=[CH:6][CH:5]=[CH:4][CH:3]=1.[NH2:46][CH2:47][CH:48]([OH:50])[CH3:49]. No catalyst specified. The product is [CH2:1]([N:8]([CH2:10][C:11]1[C:12]2[C:43](=[O:44])[N:46]([CH2:47][CH:48]([OH:50])[CH3:49])[C:29](=[O:30])[N:28]([CH2:34][C:35]3[C:36]([F:42])=[CH:37][CH:38]=[CH:39][C:40]=3[F:41])[C:13]=2[S:14][C:15]=1[C:16]1[CH:21]=[CH:20][C:19]([NH:22][C:23]([NH:25][O:26][CH3:27])=[O:24])=[CH:18][CH:17]=1)[CH3:9])[C:2]1[CH:3]=[CH:4][CH:5]=[CH:6][CH:7]=1. The yield is 0.630. (4) The reactants are Br[C:2]1[CH:27]=[CH:26][C:5]2[N:6]([C:22]([CH3:25])([CH3:24])[CH3:23])[C:7]([C:9]3[CH:10]=[C:11]([CH2:20][OH:21])[CH:12]=[CH:13][C:14]=3[N:15]3[CH:19]=[N:18][CH:17]=[N:16]3)=[N:8][C:4]=2[CH:3]=1.[NH2:28][C:29]1[N:34]=[CH:33][C:32](B2OC(C)(C)C(C)(C)O2)=[CH:31][N:30]=1.C([O-])([O-])=O.[Na+].[Na+]. The catalyst is CN(C=O)C.CCOC(C)=O.C1C=CC([P]([Pd]([P](C2C=CC=CC=2)(C2C=CC=CC=2)C2C=CC=CC=2)([P](C2C=CC=CC=2)(C2C=CC=CC=2)C2C=CC=CC=2)[P](C2C=CC=CC=2)(C2C=CC=CC=2)C2C=CC=CC=2)(C2C=CC=CC=2)C2C=CC=CC=2)=CC=1. The product is [NH2:28][C:29]1[N:34]=[CH:33][C:32]([C:2]2[CH:27]=[CH:26][C:5]3[N:6]([C:22]([CH3:23])([CH3:25])[CH3:24])[C:7]([C:9]4[CH:10]=[C:11]([CH2:20][OH:21])[CH:12]=[CH:13][C:14]=4[N:15]4[CH:19]=[N:18][CH:17]=[N:16]4)=[N:8][C:4]=3[CH:3]=2)=[CH:31][N:30]=1. The yield is 0.620. (5) The reactants are [F:1][C:2]1[CH:13]=[CH:12][C:5]([CH2:6][N:7]2[CH:11]=[N:10][CH:9]=[N:8]2)=[CH:4][CH:3]=1.C([Li])CCC.[CH2:19]([CH:21]([CH2:24][CH3:25])[CH:22]=[O:23])[CH3:20]. The catalyst is C1COCC1. The product is [CH2:19]([CH:21]([CH2:24][CH3:25])[CH:22]([C:11]1[N:7]([CH2:6][C:5]2[CH:12]=[CH:13][C:2]([F:1])=[CH:3][CH:4]=2)[N:8]=[CH:9][N:10]=1)[OH:23])[CH3:20]. The yield is 0.470. (6) The reactants are C[O:2][C:3](=[O:25])[CH:4]([C:11]1[CH:16]=[CH:15][C:14]([S:17]([CH3:20])(=[O:19])=[O:18])=[C:13]([C:21]([F:24])([F:23])[F:22])[CH:12]=1)[CH2:5][CH:6]1[CH2:10][CH2:9][CH2:8][CH2:7]1.[OH-].[Li+]. The catalyst is O1CCCC1.O. The product is [CH:6]1([CH2:5][CH:4]([C:11]2[CH:16]=[CH:15][C:14]([S:17]([CH3:20])(=[O:19])=[O:18])=[C:13]([C:21]([F:24])([F:22])[F:23])[CH:12]=2)[C:3]([OH:25])=[O:2])[CH2:10][CH2:9][CH2:8][CH2:7]1. The yield is 0.845. (7) The reactants are C([O:3][C:4]([C:6]1[C:7]([C:12]2[CH:17]=[CH:16][CH:15]=[C:14]([F:18])[C:13]=2[F:19])=[N:8][O:9][C:10]=1[CH3:11])=O)C.C(OC(C1C(C2C=CC=CC=2F)=NOC=1C)=O)C. No catalyst specified. The product is [F:19][C:13]1[C:14]([F:18])=[CH:15][CH:16]=[CH:17][C:12]=1[C:7]1[C:6]([CH2:4][OH:3])=[C:10]([CH3:11])[O:9][N:8]=1. The yield is 0.350.